From a dataset of Peptide-MHC class I binding affinity with 185,985 pairs from IEDB/IMGT. Regression. Given a peptide amino acid sequence and an MHC pseudo amino acid sequence, predict their binding affinity value. This is MHC class I binding data. (1) The peptide sequence is SEYLELDTI. The MHC is Mamu-B01 with pseudo-sequence Mamu-B01. The binding affinity (normalized) is 0.974. (2) The peptide sequence is IFKNLTKPL. The MHC is HLA-A02:01 with pseudo-sequence HLA-A02:01. The binding affinity (normalized) is 0.0847. (3) The peptide sequence is TGIAIIAYI. The MHC is HLA-B53:01 with pseudo-sequence HLA-B53:01. The binding affinity (normalized) is 0.213. (4) The peptide sequence is SQYDPKELL. The binding affinity (normalized) is 0.0847. The MHC is HLA-B57:01 with pseudo-sequence HLA-B57:01.